The task is: Predict the product of the given reaction.. This data is from Forward reaction prediction with 1.9M reactions from USPTO patents (1976-2016). (1) Given the reactants [N:1]1[CH:6]=[C:5]([C:7]([NH:9][C@@:10]2([C:15]([OH:17])=O)[CH2:14][CH2:13][O:12][CH2:11]2)=[O:8])[CH:4]=[N:3][CH:2]=1.[NH2:18][CH:19]([C:21]1[N:26]=[CH:25][C:24]([NH:27][C:28]2[CH:33]=[CH:32][C:31]([Br:34])=[CH:30][C:29]=2[C:35]([F:38])([F:37])[F:36])=[CH:23][CH:22]=1)[CH3:20].CCN(C(C)C)C(C)C, predict the reaction product. The product is: [Br:34][C:31]1[CH:32]=[CH:33][C:28]([NH:27][C:24]2[CH:23]=[CH:22][C:21]([CH:19]([NH:18][C:15]([C@:10]3([NH:9][C:7]([C:5]4[CH:4]=[N:3][CH:2]=[N:1][CH:6]=4)=[O:8])[CH2:14][CH2:13][O:12][CH2:11]3)=[O:17])[CH3:20])=[N:26][CH:25]=2)=[C:29]([C:35]([F:38])([F:36])[F:37])[CH:30]=1. (2) The product is: [CH2:46]([N:43]1[CH2:42][CH2:41][CH:1]([NH:8][C:9]([CH:11]2[CH2:23][N:21]3[C:22]4[CH:14]([CH:15]([NH:24][C:25](=[O:38])[CH:26]([CH2:34][CH:35]([CH3:37])[CH3:36])[CH:27]([CH2:31][CH2:32][CH3:33])[C:28]([NH2:30])=[O:29])[CH2:16][CH2:17][C:18]=4[CH:19]=[CH:20]3)[C:13](=[O:39])[CH2:12]2)=[O:10])[CH2:44]1)[C:47]1[CH:52]=[CH:51][CH:50]=[CH:49][CH:48]=1. Given the reactants [CH2:1]([NH:8][C:9]([CH:11]1[CH2:23][N:21]2[C:22]3[CH:14]([CH:15]([NH:24][C:25](=[O:38])[CH:26]([CH2:34][CH:35]([CH3:37])[CH3:36])[CH:27]([CH2:31][CH2:32][CH3:33])[C:28]([NH2:30])=[O:29])[CH2:16][CH2:17][C:18]=3[CH:19]=[CH:20]2)[C:13](=[O:39])[CH2:12]1)=[O:10])C1C=CC=CC=1.N[C@@H:41]1C[CH2:44][N:43]([CH2:46][C:47]2[CH:52]=[CH:51][CH:50]=[CH:49][CH:48]=2)[CH2:42]1, predict the reaction product. (3) Given the reactants [CH3:1][N:2]([CH2:4][C:5]1[C:9]2[CH:10]=[CH:11][CH:12]=[N:13][C:8]=2[NH:7][CH:6]=1)[CH3:3].CN(C)C=O.[H-].[Na+].[CH:21]([Si:24](Cl)([CH:28]([CH3:30])[CH3:29])[CH:25]([CH3:27])[CH3:26])([CH3:23])[CH3:22], predict the reaction product. The product is: [CH3:3][N:2]([CH3:1])[CH2:4][C:5]1[C:9]2[C:8](=[N:13][CH:12]=[CH:11][CH:10]=2)[N:7]([Si:24]([CH:28]([CH3:30])[CH3:29])([CH:25]([CH3:27])[CH3:26])[CH:21]([CH3:23])[CH3:22])[CH:6]=1. (4) Given the reactants C[O:2][C:3](=[O:17])[CH2:4][CH:5]1[CH2:9][CH2:8][N:7]([C:10]([O:12][C:13]([CH3:16])([CH3:15])[CH3:14])=[O:11])[CH2:6]1.[OH-].[Na+], predict the reaction product. The product is: [C:13]([O:12][C:10]([N:7]1[CH2:8][CH2:9][CH:5]([CH2:4][C:3]([OH:17])=[O:2])[CH2:6]1)=[O:11])([CH3:16])([CH3:14])[CH3:15]. (5) Given the reactants O.[C:2]([C:4]1[CH:9]=[CH:8][CH:7]=[CH:6][C:5]=1[C:10]1[C:11](=[O:28])[N:12]([C:22]2[CH:27]=[CH:26][CH:25]=[CH:24][CH:23]=2)[CH:13]=[C:14]([C:16]2[CH:21]=[CH:20][CH:19]=[CH:18][N:17]=2)[CH:15]=1)#[N:3].C(O)C.Br.C(O)(=O)C, predict the reaction product. The product is: [C:2]([C:4]1[CH:9]=[CH:8][CH:7]=[CH:6][C:5]=1[C:10]1[C:11](=[O:28])[N:12]([C:22]2[CH:27]=[CH:26][CH:25]=[CH:24][CH:23]=2)[CH:13]=[C:14]([C:16]2[CH:21]=[CH:20][CH:19]=[CH:18][N:17]=2)[CH:15]=1)#[N:3]. (6) Given the reactants [C:1]([C@H:4]1[CH2:9][CH2:8][C@H:7]([CH2:10][N:11]2[CH2:19][C:18]3[C:13](=[C:14]([F:21])[C:15]([OH:20])=[CH:16][CH:17]=3)[C:12]2=[O:22])[CH2:6][CH2:5]1)(=O)[CH3:2].[NH:23]1[CH2:28][CH2:27][O:26][CH2:25][CH2:24]1.C(O)(=O)C.[BH-](OC(C)=O)(OC(C)=O)OC(C)=O.[Na+], predict the reaction product. The product is: [F:21][C:14]1[C:15]([OH:20])=[CH:16][CH:17]=[C:18]2[C:13]=1[C:12](=[O:22])[N:11]([CH2:10][C@H:7]1[CH2:8][CH2:9][C@H:4]([CH:1]([N:23]3[CH2:28][CH2:27][O:26][CH2:25][CH2:24]3)[CH3:2])[CH2:5][CH2:6]1)[CH2:19]2. (7) Given the reactants [N:1]([C:4]1[CH:13]=[CH:12][C:7]([C:8]([O:10][CH3:11])=[O:9])=[CH:6][C:5]=1[CH3:14])=[C:2]=[O:3].[NH2:15][C:16]([CH3:20])([CH3:19])[CH2:17][OH:18], predict the reaction product. The product is: [CH3:19][C:16]([NH:15][C:2](=[O:3])[NH:1][C:4]1[CH:13]=[CH:12][C:7]([C:8]([O:10][CH3:11])=[O:9])=[CH:6][C:5]=1[CH3:14])([CH3:20])[CH2:17][OH:18]. (8) Given the reactants [NH2:1][C:2]1[CH:3]=[CH:4][C:5]2[S:9][CH:8]=[N:7][C:6]=2[CH:10]=1.[Br:11]N1C(=O)CCC1=O, predict the reaction product. The product is: [NH2:1][C:2]1[CH:3]=[CH:4][C:5]2[S:9][CH:8]=[N:7][C:6]=2[C:10]=1[Br:11]. (9) Given the reactants Cl[C:2]1[CH:20]=[CH:19][C:5]([C:6]([NH:8][C:9]2[CH:17]=[C:16]3[C:12]([CH:13]=[CH:14][N:15]3[CH3:18])=[CH:11][CH:10]=2)=[O:7])=[CH:4][N:3]=1.[NH:21]1[CH2:31][CH2:30][CH:24]([C:25]([O:27][CH2:28][CH3:29])=[O:26])[CH2:23][CH2:22]1.C(OC(C1CCN(C2C=CC=CN=2)CC1)=O)C, predict the reaction product. The product is: [CH2:28]([O:27][C:25]([CH:24]1[CH2:30][CH2:31][N:21]([C:2]2[CH:20]=[CH:19][C:5]([C:6](=[O:7])[NH:8][C:9]3[CH:17]=[C:16]4[C:12]([CH:13]=[CH:14][N:15]4[CH3:18])=[CH:11][CH:10]=3)=[CH:4][N:3]=2)[CH2:22][CH2:23]1)=[O:26])[CH3:29]. (10) The product is: [CH3:40][C:41]([CH3:61])([CH3:60])[C@H:42]([N:46]1[CH2:50][CH2:49][N:48]([CH2:51][C:52]2[CH:57]=[CH:56][CH:55]=[CH:54][C:53]=2[CH3:58])[C:47]1=[O:59])[C:43]([NH:1][C@@H:2]([CH2:33][C:34]1[CH:35]=[CH:36][CH:37]=[CH:38][CH:39]=1)[C@@H:3]([OH:32])[CH2:4][C@@H:5]([NH:19][C:20]([C@@H:22]([NH:27][C:28](=[O:31])[O:29][CH3:30])[C:23]([CH3:26])([CH3:25])[CH3:24])=[O:21])[CH2:6][C:7]1[CH:12]=[CH:11][C:10]([C:13]2[CH:18]=[CH:17][CH:16]=[CH:15][N:14]=2)=[CH:9][CH:8]=1)=[O:44]. Given the reactants [NH2:1][C@@H:2]([CH2:33][C:34]1[CH:39]=[CH:38][CH:37]=[CH:36][CH:35]=1)[C@@H:3]([OH:32])[CH2:4][C@@H:5]([NH:19][C:20]([C@@H:22]([NH:27][C:28](=[O:31])[O:29][CH3:30])[C:23]([CH3:26])([CH3:25])[CH3:24])=[O:21])[CH2:6][C:7]1[CH:12]=[CH:11][C:10]([C:13]2[CH:18]=[CH:17][CH:16]=[CH:15][N:14]=2)=[CH:9][CH:8]=1.[CH3:40][C:41]([CH3:61])([CH3:60])[C@H:42]([N:46]1[CH2:50][CH2:49][N:48]([CH2:51][C:52]2[CH:57]=[CH:56][CH:55]=[CH:54][C:53]=2[CH3:58])[C:47]1=[O:59])[C:43](O)=[O:44].CCOP(ON1N=NC2C=CC=CC=2C1=O)(OCC)=O.C(N(CC)C(C)C)(C)C, predict the reaction product.